Dataset: Full USPTO retrosynthesis dataset with 1.9M reactions from patents (1976-2016). Task: Predict the reactants needed to synthesize the given product. (1) Given the product [C:1]([NH:5][C:6]1[N:15]([CH2:16][CH2:17][CH2:18][S:19]([CH3:22])(=[O:21])=[O:20])[C:14](=[O:23])[C:13]2[C:8](=[C:9]([C:32]3[NH:31][C:30]4[C@@H:26]([CH3:25])[NH:27][C:28](=[O:43])[C:29]=4[CH:33]=3)[CH:10]=[CH:11][CH:12]=2)[N:7]=1)([CH3:4])([CH3:3])[CH3:2], predict the reactants needed to synthesize it. The reactants are: [C:1]([NH:5][C:6]1[N:15]([CH2:16][CH2:17][CH2:18][S:19]([CH3:22])(=[O:21])=[O:20])[C:14](=[O:23])[C:13]2[C:8](=[C:9](I)[CH:10]=[CH:11][CH:12]=2)[N:7]=1)([CH3:4])([CH3:3])[CH3:2].[CH3:25][C@@H:26]1[C:30]2[NH:31][C:32](B3OC(C)(C)C(C)(C)O3)=[CH:33][C:29]=2[C:28](=[O:43])[NH:27]1.P([O-])([O-])([O-])=O.[K+].[K+].[K+]. (2) Given the product [CH2:30]([Sn:25]([CH2:21][CH2:22][CH2:23][CH3:24])([CH2:26][CH2:27][CH2:28][CH3:29])[C:35]1[N:40]=[CH:39][CH:38]=[CH:37][N:36]=1)[CH2:31][CH2:32][CH3:33], predict the reactants needed to synthesize it. The reactants are: [Li+].CC([N-]C(C)C)C.C(NC(C)C)(C)C.[Li]CCCC.[CH2:21]([SnH:25]([CH2:30][CH2:31][CH2:32][CH3:33])[CH2:26][CH2:27][CH2:28][CH3:29])[CH2:22][CH2:23][CH3:24].Cl[C:35]1[N:40]=[CH:39][CH:38]=[CH:37][N:36]=1.[NH4+].[Cl-].